This data is from Full USPTO retrosynthesis dataset with 1.9M reactions from patents (1976-2016). The task is: Predict the reactants needed to synthesize the given product. (1) Given the product [C:12]([C:18]1[O:22][C:21]([C:23]([NH:11][C@@H:6]([CH2:5][N+:2]([CH3:3])([CH3:4])[CH3:1])[CH2:7][C:8]([O-:10])=[O:9])=[O:24])=[CH:20][CH:19]=1)#[C:13][CH2:14][CH2:15][CH2:16][CH3:17], predict the reactants needed to synthesize it. The reactants are: [CH3:1][N+:2]([CH2:5][C@H:6]([NH2:11])[CH2:7][C:8]([O-:10])=[O:9])([CH3:4])[CH3:3].[C:12]([C:18]1[O:22][C:21]([C:23](ON2C(=O)CCC2=O)=[O:24])=[CH:20][CH:19]=1)#[C:13][CH2:14][CH2:15][CH2:16][CH3:17].CN(C=O)C.C(N(CC)CC)C. (2) Given the product [NH2:6][C:4]1[C:19]2[C:14](=[CH:15][CH:16]=[CH:17][CH:18]=2)[N:1]=[CH:2][C:3]=1[C:7]#[N:8], predict the reactants needed to synthesize it. The reactants are: [NH2:1][CH:2]=[C:3]([C:7]#[N:8])[C:4]([NH2:6])=O.P(Cl)(Cl)(Cl)=O.[C:14]1(C)[CH:19]=[CH:18][CH:17]=[CH:16][CH:15]=1. (3) Given the product [F:58][C:55]1[CH:54]=[CH:53][C:52]([CH:40]([CH:39]([CH3:59])[CH2:38][CH2:37][OH:36])[C:41]([NH:43][NH:44][C:45]([O:47][C:48]([CH3:49])([CH3:51])[CH3:50])=[O:46])=[O:42])=[CH:57][CH:56]=1, predict the reactants needed to synthesize it. The reactants are: CCCC[N+](CCCC)(CCCC)CCCC.[F-].[Si]([O:36][CH2:37][CH2:38][CH:39]([CH3:59])[CH:40]([C:52]1[CH:57]=[CH:56][C:55]([F:58])=[CH:54][CH:53]=1)[C:41]([NH:43][NH:44][C:45]([O:47][C:48]([CH3:51])([CH3:50])[CH3:49])=[O:46])=[O:42])(C(C)(C)C)(C1C=CC=CC=1)C1C=CC=CC=1.C(OCC)(=O)C.[Cl-].[NH4+]. (4) Given the product [C:1]([C:9]1[CH:10]=[C:11]2[C:16](=[C:17]([OH:19])[CH:18]=1)[N:15]=[CH:14][NH:13][C:12]2=[O:27])(=[O:8])[C:2]1[CH:3]=[CH:4][CH:5]=[CH:6][CH:7]=1, predict the reactants needed to synthesize it. The reactants are: [C:1]([C:9]1[CH:10]=[C:11]2[C:16](=[C:17]([O:19]CC3C=CC=CC=3)[CH:18]=1)[N:15]=[CH:14][NH:13][C:12]2=[O:27])(=[O:8])[C:2]1[CH:7]=[CH:6][CH:5]=[CH:4][CH:3]=1.B(Br)(Br)Br. (5) Given the product [CH3:30][N:3]1[C:4]2[C:5](=[CH:6][CH:7]=[C:8]3[C:12]=2[N:11]([CH2:13][C@@H:14]([NH:16][C:17](=[O:23])[O:18][C:19]([CH3:21])([CH3:20])[CH3:22])[CH3:15])[N:10]=[CH:9]3)[O:24][CH2:25][C:2]1=[O:1], predict the reactants needed to synthesize it. The reactants are: [O:1]=[C:2]1[CH2:25][O:24][C:5]2=[CH:6][CH:7]=[C:8]3[C:12]([N:11]([CH2:13][CH:14]([NH:16][C:17](=[O:23])[O:18][C:19]([CH3:22])([CH3:21])[CH3:20])[CH3:15])[N:10]=[CH:9]3)=[C:4]2[NH:3]1.[H-].[Na+].IC.[CH3:30]N(C)C=O. (6) The reactants are: [CH:1]1([C:4]2[CH:5]=[N:6][C:7]([NH:14][C:15]3[CH:16]=[C:17]4[C:21](=[CH:22][CH:23]=3)[N:20]([CH3:24])[CH:19]=[CH:18]4)=[C:8]([CH:13]=2)[C:9]([O:11][CH3:12])=[O:10])[CH2:3][CH2:2]1.[Br:25]N1C(=O)CCC1=O. Given the product [Br:25][C:18]1[C:17]2[C:21](=[CH:22][CH:23]=[C:15]([NH:14][C:7]3[N:6]=[CH:5][C:4]([CH:1]4[CH2:3][CH2:2]4)=[CH:13][C:8]=3[C:9]([O:11][CH3:12])=[O:10])[CH:16]=2)[N:20]([CH3:24])[CH:19]=1, predict the reactants needed to synthesize it.